This data is from NCI-60 drug combinations with 297,098 pairs across 59 cell lines. The task is: Regression. Given two drug SMILES strings and cell line genomic features, predict the synergy score measuring deviation from expected non-interaction effect. Drug 1: C1=CC(=CC=C1CCCC(=O)O)N(CCCl)CCCl. Drug 2: C1=NC2=C(N=C(N=C2N1C3C(C(C(O3)CO)O)F)Cl)N. Cell line: DU-145. Synergy scores: CSS=43.5, Synergy_ZIP=-4.22, Synergy_Bliss=-4.15, Synergy_Loewe=-4.79, Synergy_HSA=-1.48.